Dataset: Reaction yield outcomes from USPTO patents with 853,638 reactions. Task: Predict the reaction yield, written as a fraction of the theoretical maximum amount of product (1.0 means a 100% yield; for example, 0.34 means a 34% yield). (1) The reactants are [Cl:1][C:2]1[CH:15]=[CH:14][C:5]([O:6][C:7]2[N:8]=[CH:9][C:10]([NH2:13])=[N:11][CH:12]=2)=[CH:4][CH:3]=1.C[Al](C)C.[CH3:20][O:21][C:22]1[CH:23]=[C:24]([C@H:28]2[O:32][C:31](=[O:33])[CH2:30][CH2:29]2)[CH:25]=[CH:26][CH:27]=1. The catalyst is C(Cl)Cl.C1(C)C=CC=CC=1. The product is [Cl:1][C:2]1[CH:15]=[CH:14][C:5]([O:6][C:7]2[N:8]=[CH:9][C:10]([NH:13][C:31](=[O:33])[CH2:30][CH2:29][C@H:28]([OH:32])[C:24]3[CH:25]=[CH:26][CH:27]=[C:22]([O:21][CH3:20])[CH:23]=3)=[N:11][CH:12]=2)=[CH:4][CH:3]=1. The yield is 1.00. (2) The reactants are [N:1]1[CH:6]=[CH:5][C:4]([C:7]2[NH:11][C:10]3[CH:12]=[CH:13][C:14]([C:16]4[CH:17]=[C:18]([NH2:23])[C:19]([NH2:22])=[CH:20][CH:21]=4)=[CH:15][C:9]=3[N:8]=2)=[CH:3][CH:2]=1.[S:24]1[C:28]2=[N:29][CH:30]=[CH:31][CH:32]=[C:27]2[CH:26]=[C:25]1[CH:33]=O. The catalyst is CC(O)C.O. The product is [N:1]1[CH:2]=[CH:3][C:4]([C:7]2[NH:11][C:10]3[CH:12]=[CH:13][C:14]([C:16]4[CH:21]=[CH:20][C:19]5[NH:22][C:33]([C:25]6[S:24][C:28]7=[N:29][CH:30]=[CH:31][CH:32]=[C:27]7[CH:26]=6)=[N:23][C:18]=5[CH:17]=4)=[CH:15][C:9]=3[N:8]=2)=[CH:5][CH:6]=1. The yield is 0.400. (3) The reactants are [Br:1][C:2]1[CH:7]=[CH:6][C:5]([Cl:8])=[C:4]([CH2:9][C:10]2[CH:15]=[CH:14][C:13]([O:16]CC)=[CH:12][CH:11]=2)[CH:3]=1.B(Br)(Br)Br. The catalyst is ClCCl. The product is [Br:1][C:2]1[CH:7]=[CH:6][C:5]([Cl:8])=[C:4]([CH:3]=1)[CH2:9][C:10]1[CH:15]=[CH:14][C:13]([OH:16])=[CH:12][CH:11]=1. The yield is 0.680. (4) The reactants are [C:1]([C:5]1[CH:10]=[CH:9][C:8]([N+:11]([O-])=O)=[CH:7][C:6]=1[O:14][CH3:15])([CH3:4])([CH3:3])[CH3:2].C([O-])=O.[K+]. The catalyst is CCO.O.[Pd]. The product is [C:1]([C:5]1[CH:10]=[CH:9][C:8]([NH2:11])=[CH:7][C:6]=1[O:14][CH3:15])([CH3:4])([CH3:2])[CH3:3]. The yield is 0.720. (5) The reactants are [C:1]([NH:8][C@@H:9]([CH2:17][OH:18])[CH2:10][C@@H:11]([C:13]([F:16])([F:15])[F:14])[CH3:12])([O:3][C:4]([CH3:7])([CH3:6])[CH3:5])=[O:2].C1C=C[NH+]=CC=1.C1C=C[NH+]=CC=1.[O-:31][Cr](O[Cr]([O-])(=O)=O)(=O)=O.CN(C=O)C. The catalyst is C(OCC)(=O)C.O. The product is [C:1]([NH:8][C@@H:9]([C:17]([OH:31])=[O:18])[CH2:10][C@@H:11]([C:13]([F:16])([F:15])[F:14])[CH3:12])([O:3][C:4]([CH3:7])([CH3:6])[CH3:5])=[O:2]. The yield is 0.600. (6) The yield is 0.570. The reactants are C[O:2][C:3](=[O:26])[C:4](C)(C)[CH2:5][CH2:6][CH2:7][CH2:8][N:9]([CH2:17][C:18]1[CH:23]=[CH:22][CH:21]=[CH:20][CH:19]=1)[C:10]([O:12][C:13]([CH3:16])([CH3:15])[CH3:14])=[O:11].O[Li].O. The catalyst is C1COCC1.CO.O. The product is [CH2:17]([N:9]([C:10]([O:12][C:13]([CH3:16])([CH3:15])[CH3:14])=[O:11])[CH2:8][CH2:7][CH2:6][CH2:5][CH2:4][C:3]([OH:26])=[O:2])[C:18]1[CH:19]=[CH:20][CH:21]=[CH:22][CH:23]=1. (7) The reactants are [Cl-].O[NH3+:3].[C:4](=[O:7])([O-])[OH:5].[Na+].CS(C)=O.[CH3:13][C:14]1([CH3:50])[CH2:19][CH:18]([N:20]2[C:25](=[O:26])[C:24]([CH2:27][C:28]3[CH:33]=[CH:32][C:31]([C:34]4[C:35]([C:40]#[N:41])=[CH:36][CH:37]=[CH:38][CH:39]=4)=[CH:30][C:29]=3[F:42])=[C:23]([CH2:43][CH2:44][CH3:45])[N:22]3[N:46]=[C:47]([CH3:49])[N:48]=[C:21]23)[CH2:17][CH2:16][O:15]1. The catalyst is C(OCC)(=O)C. The product is [CH3:50][C:14]1([CH3:13])[CH2:19][CH:18]([N:20]2[C:25](=[O:26])[C:24]([CH2:27][C:28]3[CH:33]=[CH:32][C:31]([C:34]4[CH:39]=[CH:38][CH:37]=[CH:36][C:35]=4[C:40]4[NH:3][C:4](=[O:7])[O:5][N:41]=4)=[CH:30][C:29]=3[F:42])=[C:23]([CH2:43][CH2:44][CH3:45])[N:22]3[N:46]=[C:47]([CH3:49])[N:48]=[C:21]23)[CH2:17][CH2:16][O:15]1. The yield is 0.620. (8) The reactants are [S:1]1[C:5](B(O)O)=[CH:4][C:3]2[CH:9]=[CH:10][CH:11]=[CH:12][C:2]1=2.Br[C:14]1[S:18][C:17]([S:19]([N:22]2[CH:26]=[CH:25][CH:24]=[CH:23]2)(=[O:21])=[O:20])=[CH:16][CH:15]=1. No catalyst specified. The product is [S:1]1[C:5]([C:14]2[S:18][C:17]([S:19]([N:22]3[CH:26]=[CH:25][CH:24]=[CH:23]3)(=[O:20])=[O:21])=[CH:16][CH:15]=2)=[CH:4][C:3]2[CH:9]=[CH:10][CH:11]=[CH:12][C:2]1=2. The yield is 0.680. (9) The reactants are [CH3:1][O:2][CH2:3][C:4]1[N:9]=[CH:8][C:7]([O:10][C:11]2[CH:12]=[C:13]3[C:17](=[C:18]([O:20][CH:21]([CH3:23])[CH3:22])[CH:19]=2)[NH:16][C:15]([C:24]2[S:25][CH:26]([CH2:29][C:30]([OH:32])=O)[CH2:27][N:28]=2)=[CH:14]3)=[CH:6][CH:5]=1.Cl.C(N=C=N[CH2:39][CH2:40][CH2:41][N:42](C)C)C.ON1C2C=CC=CC=2N=N1.C1(N)CC1. The catalyst is O.CN(C)C=O. The product is [CH:41]1([NH:42][C:30](=[O:32])[CH2:29][CH:26]2[S:25][C:24]([C:15]3[NH:16][C:17]4[C:13]([CH:14]=3)=[CH:12][C:11]([O:10][C:7]3[CH:8]=[N:9][C:4]([CH2:3][O:2][CH3:1])=[CH:5][CH:6]=3)=[CH:19][C:18]=4[O:20][CH:21]([CH3:23])[CH3:22])=[N:28][CH2:27]2)[CH2:39][CH2:40]1. The yield is 0.520.